Dataset: Forward reaction prediction with 1.9M reactions from USPTO patents (1976-2016). Task: Predict the product of the given reaction. (1) Given the reactants [C:1]([NH:5][S:6]([C:9]1[C:18]2[C:13](=[CH:14][CH:15]=[CH:16][CH:17]=2)[C:12]([NH:19][NH2:20])=[CH:11][CH:10]=1)(=[O:8])=[O:7])([CH3:4])([CH3:3])[CH3:2].[CH:21]1([CH2:27][C:28](=O)[CH2:29][C:30](=O)[C:31]([O:33][CH2:34][CH3:35])=[O:32])[CH2:26][CH2:25][CH2:24][CH2:23][CH2:22]1, predict the reaction product. The product is: [C:1]([NH:5][S:6]([C:9]1[C:18]2[C:13](=[CH:14][CH:15]=[CH:16][CH:17]=2)[C:12]([N:19]2[C:28]([CH2:27][CH:21]3[CH2:26][CH2:25][CH2:24][CH2:23][CH2:22]3)=[CH:29][C:30]([C:31]([O:33][CH2:34][CH3:35])=[O:32])=[N:20]2)=[CH:11][CH:10]=1)(=[O:8])=[O:7])([CH3:4])([CH3:2])[CH3:3]. (2) The product is: [CH3:33][N:2]([CH3:1])[C:3]([C:5]1[N:27]([CH:28]2[CH2:32][CH2:31][CH2:30][CH2:29]2)[C:8]2[N:9]=[C:10]([NH:13][C:14]3[CH:19]=[CH:18][C:17]([N:20]4[CH2:25][CH2:24][N:23]([CH2:35][CH2:36][OH:37])[C@@H:22]([CH3:26])[CH2:21]4)=[CH:16][N:15]=3)[N:11]=[CH:12][C:7]=2[CH:6]=1)=[O:4]. Given the reactants [CH3:1][N:2]([CH3:33])[C:3]([C:5]1[N:27]([CH:28]2[CH2:32][CH2:31][CH2:30][CH2:29]2)[C:8]2[N:9]=[C:10]([NH:13][C:14]3[CH:19]=[CH:18][C:17]([N:20]4[CH2:25][CH2:24][NH:23][C@@H:22]([CH3:26])[CH2:21]4)=[CH:16][N:15]=3)[N:11]=[CH:12][C:7]=2[CH:6]=1)=[O:4].Br[CH2:35][CH2:36][OH:37], predict the reaction product. (3) Given the reactants [C:1]([C:5]1[CH:10]=[C:9](Cl)[N:8]=[C:7]([Cl:12])[N:6]=1)([CH3:4])([CH3:3])[CH3:2].[C:13]([NH2:17])([CH3:16])([CH3:15])[CH3:14], predict the reaction product. The product is: [C:13]([NH:17][C:9]1[CH:10]=[C:5]([C:1]([CH3:4])([CH3:3])[CH3:2])[N:6]=[C:7]([Cl:12])[N:8]=1)([CH3:16])([CH3:15])[CH3:14]. (4) Given the reactants [C:1]([O:5][C:6]([NH:8][C:9]([CH3:15])([CH3:14])[CH2:10][C:11]([OH:13])=O)=[O:7])([CH3:4])([CH3:3])[CH3:2].C(N(C(C)C)CC)(C)C.F[P-](F)(F)(F)(F)F.CN(C(=[N+](C)C)ON1C2=NC=CC=C2N=N1)C.Cl.[Cl:50][C:51]1[CH:61]=[CH:60][C:54]([O:55][CH:56]2[CH2:59][NH:58][CH2:57]2)=[CH:53][CH:52]=1, predict the reaction product. The product is: [C:1]([O:5][C:6](=[O:7])[NH:8][C:9]([CH3:15])([CH3:14])[CH2:10][C:11]([N:58]1[CH2:59][CH:56]([O:55][C:54]2[CH:53]=[CH:52][C:51]([Cl:50])=[CH:61][CH:60]=2)[CH2:57]1)=[O:13])([CH3:2])([CH3:3])[CH3:4]. (5) Given the reactants [O:1]([C:3]1[CH:4]=[C:5]([N:10]2[CH2:15][CH2:14][N:13]([CH3:16])[CH2:12][CH2:11]2)[CH:6]=[CH:7][C:8]=1Br)[CH3:2].[B:17]1([B:17]2[O:21][C:20]([CH3:23])([CH3:22])[C:19]([CH3:25])([CH3:24])[O:18]2)[O:21][C:20]([CH3:23])([CH3:22])[C:19]([CH3:25])([CH3:24])[O:18]1.[K].C([O-])(=O)C, predict the reaction product. The product is: [O:1]([C:3]1[CH:4]=[C:5]([N:10]2[CH2:15][CH2:14][N:13]([CH3:16])[CH2:12][CH2:11]2)[CH:6]=[CH:7][C:8]=1[B:17]1[O:21][C:20]([CH3:23])([CH3:22])[C:19]([CH3:25])([CH3:24])[O:18]1)[CH3:2]. (6) Given the reactants [Cl:1][C:2]1[CH:7]=[CH:6][C:5]([C:8]2[C:9]([N:17]([CH2:19][CH2:20][O:21][CH3:22])[CH3:18])=[N:10][CH:11]=[C:12]([CH:16]=2)[C:13]([OH:15])=O)=[CH:4][CH:3]=1.Cl.[NH2:24][CH2:25][C@H:26]1[CH2:31][CH2:30][CH2:29][CH2:28][C@H:27]1[OH:32].CN(C(ON1N=NC2C=CC=CC1=2)=[N+](C)C)C.[B-](F)(F)(F)F.C(N(CC)C(C)C)(C)C, predict the reaction product. The product is: [Cl:1][C:2]1[CH:3]=[CH:4][C:5]([C:8]2[C:9]([N:17]([CH2:19][CH2:20][O:21][CH3:22])[CH3:18])=[N:10][CH:11]=[C:12]([CH:16]=2)[C:13]([NH:24][CH2:25][CH:26]2[CH2:31][CH2:30][CH2:29][CH2:28][CH:27]2[OH:32])=[O:15])=[CH:6][CH:7]=1. (7) Given the reactants [CH:1]1([CH2:4][O:5][C:6]2[N:11]=[C:10]([C:12]([OH:14])=O)[CH:9]=[CH:8][C:7]=2[N:15]2[CH2:18][C:17]([F:20])([F:19])[CH2:16]2)[CH2:3][CH2:2]1.[CH:21]1([CH2:24][C@H:25]([NH:31]C(C2C=CC(C3CCOCC3)=C(OCC3CC3)N=2)=O)[C:26]2[S:27][CH:28]=[CH:29][N:30]=2)[CH2:23][CH2:22]1, predict the reaction product. The product is: [CH:21]1([CH2:24][C@H:25]([NH:31][C:12]([C:10]2[CH:9]=[CH:8][C:7]([N:15]3[CH2:18][C:17]([F:20])([F:19])[CH2:16]3)=[C:6]([O:5][CH2:4][CH:1]3[CH2:2][CH2:3]3)[N:11]=2)=[O:14])[C:26]2[S:27][CH:28]=[CH:29][N:30]=2)[CH2:23][CH2:22]1. (8) Given the reactants Br[C:2]1[CH:10]=[CH:9][CH:8]=[C:7]2[C:3]=1[C:4]([C:18]([N:20]1[CH2:25][CH2:24][CH:23]([C:26]3[CH:27]=[C:28]([CH:37]=[CH:38][C:39]=3[F:40])[CH2:29][NH:30][C:31](=O)[C:32]([F:35])([F:34])[F:33])[CH2:22][CH2:21]1)=[O:19])=[CH:5][N:6]2[CH2:11][CH2:12][O:13][C:14]([F:17])([F:16])[F:15].[C:41]1(B(O)O)[CH:46]=[CH:45][CH:44]=[CH:43][CH:42]=1.C(=O)([O-])[O-].[Cs+].[Cs+].C(Cl)Cl.O1CCOCC1.[OH2:65], predict the reaction product. The product is: [F:35][C:32]([F:33])([F:34])[C:31]([NH:30][CH2:29][C:28]1[CH:37]=[CH:38][C:39]([F:40])=[C:26]([CH:23]2[CH2:22][CH2:21][N:20]([C:18]([C:4]3[C:3]4[C:7](=[CH:8][CH:9]=[CH:10][C:2]=4[C:41]4[CH:46]=[CH:45][CH:44]=[CH:43][CH:42]=4)[N:6]([CH2:11][CH2:12][O:13][C:14]([F:17])([F:16])[F:15])[CH:5]=3)=[O:19])[CH2:25][CH2:24]2)[CH:27]=1)=[O:65]. (9) Given the reactants [Cl:1][C:2]1[CH:7]=[CH:6][C:5]([C:8]2[O:9][C:10]3[C:15]([C:16](=[O:20])[C:17]=2[O:18][CH3:19])=[C:14]([OH:21])[CH:13]=[C:12]([O:22]COC)[C:11]=3[CH2:26][CH:27]=[C:28]([CH3:30])[CH3:29])=[CH:4][CH:3]=1.Cl, predict the reaction product. The product is: [Cl:1][C:2]1[CH:3]=[CH:4][C:5]([C:8]2[O:9][C:10]3[C:15]([C:16](=[O:20])[C:17]=2[O:18][CH3:19])=[C:14]([OH:21])[CH:13]=[C:12]([OH:22])[C:11]=3[CH2:26][CH:27]=[C:28]([CH3:30])[CH3:29])=[CH:6][CH:7]=1. (10) Given the reactants [CH2:1]([C:3]1[CH:8]=[CH:7][C:6]([C@H:9]2[CH2:14][CH2:13][C@H:12]([CH:15]3[CH2:18][CH2:17][O:16]3)[CH2:11][CH2:10]2)=[CH:5][CH:4]=1)[CH3:2].[C:19]([O:23][C:24](=[O:29])[CH2:25][CH2:26][CH2:27][CH3:28])([CH3:22])([CH3:21])[CH3:20], predict the reaction product. The product is: [CH2:26]([CH:25]([CH2:17][CH2:18][CH:15]([OH:16])[C@H:12]1[CH2:11][CH2:10][C@H:9]([C:6]2[CH:5]=[CH:4][C:3]([CH2:1][CH3:2])=[CH:8][CH:7]=2)[CH2:14][CH2:13]1)[C:24]([O:23][C:19]([CH3:22])([CH3:21])[CH3:20])=[O:29])[CH2:27][CH3:28].